Predict the reactants needed to synthesize the given product. From a dataset of Full USPTO retrosynthesis dataset with 1.9M reactions from patents (1976-2016). (1) Given the product [Cl:8][C:6]1[N:5]=[C:4]([NH:9][C@H:10]([C:12]2[CH:17]=[CH:16][C:15]([F:18])=[CH:14][CH:13]=2)[CH3:11])[N:3]=[C:2]([NH:19][C:20]2[CH:25]=[N:24][CH:23]=[CH:22][N:21]=2)[CH:7]=1, predict the reactants needed to synthesize it. The reactants are: Cl[C:2]1[CH:7]=[C:6]([Cl:8])[N:5]=[C:4]([NH:9][C@H:10]([C:12]2[CH:17]=[CH:16][C:15]([F:18])=[CH:14][CH:13]=2)[CH3:11])[N:3]=1.[NH2:19][C:20]1[CH:25]=[N:24][CH:23]=[CH:22][N:21]=1.P([O-])([O-])([O-])=O.[K+].[K+].[K+]. (2) Given the product [Br:28][CH2:18][C:14]1[CH:13]=[C:12]2[C:17]([C:8]([C:5]3[CH:6]=[CH:7][C:2]([F:1])=[CH:3][CH:4]=3)=[CH:9][C:10]([C:19]#[N:20])=[N:11]2)=[CH:16][CH:15]=1, predict the reactants needed to synthesize it. The reactants are: [F:1][C:2]1[CH:7]=[CH:6][C:5]([C:8]2[C:17]3[C:12](=[CH:13][C:14]([CH3:18])=[CH:15][CH:16]=3)[N:11]=[C:10]([C:19]#[N:20])[CH:9]=2)=[CH:4][CH:3]=1.C1C(=O)N([Br:28])C(=O)C1.CC(N=NC(C#N)(C)C)(C#N)C. (3) Given the product [CH3:15][N:16]1[CH2:21][CH2:20][CH:19]([N:12]2[CH2:13][CH2:14][CH:9]([N:7]3[CH:8]=[C:4]([N+:1]([O-:3])=[O:2])[CH:5]=[N:6]3)[CH2:10][CH2:11]2)[CH2:18][CH2:17]1, predict the reactants needed to synthesize it. The reactants are: [N+:1]([C:4]1[CH:5]=[N:6][N:7]([CH:9]2[CH2:14][CH2:13][NH:12][CH2:11][CH2:10]2)[CH:8]=1)([O-:3])=[O:2].[CH3:15][N:16]1[CH2:21][CH2:20][C:19](=O)[CH2:18][CH2:17]1.C(O[BH-](OC(=O)C)OC(=O)C)(=O)C.[Na+].C(=O)([O-])O.[Na+]. (4) Given the product [Cl:1][C:2]1[CH:3]=[CH:4][C:5]([C:8]2[CH:12]([C:13]3[CH:18]=[CH:17][CH:16]=[CH:15][CH:14]=3)[CH2:11][N:10]([C:19]([NH:21][C:32]([C:22]3[C:31]4[C:26](=[CH:27][CH:28]=[CH:29][CH:30]=4)[CH:25]=[CH:24][CH:23]=3)=[O:33])=[NH:20])[N:9]=2)=[CH:6][CH:7]=1, predict the reactants needed to synthesize it. The reactants are: [Cl:1][C:2]1[CH:7]=[CH:6][C:5]([C:8]2[CH:12]([C:13]3[CH:18]=[CH:17][CH:16]=[CH:15][CH:14]=3)[CH2:11][N:10]([C:19]([NH2:21])=[NH:20])[N:9]=2)=[CH:4][CH:3]=1.[C:22]1([C:32](Cl)=[O:33])[C:31]2[C:26](=[CH:27][CH:28]=[CH:29][CH:30]=2)[CH:25]=[CH:24][CH:23]=1.C(N(CC)CC)C.[OH-].[Na+]. (5) Given the product [CH3:12][C:10]1[CH:11]=[C:7]([C:5]2[CH:4]=[CH:3][NH:2][N:15]=2)[S:8][CH:9]=1, predict the reactants needed to synthesize it. The reactants are: C[N:2](C)[CH:3]=[CH:4][C:5]([C:7]1[S:8][CH:9]=[C:10]([CH3:12])[CH:11]=1)=O.O.[NH2:15]N. (6) Given the product [CH:1]1([CH:6]([C:10]2[CH:15]=[CH:14][C:13]([CH2:16][N:17]3[CH2:25][C:24]4[C:19](=[CH:20][CH:21]=[CH:22][CH:23]=4)[C:18]3=[O:26])=[CH:12][CH:11]=2)[C:7]([NH:33][C:34]2[CH:35]=[C:36]([CH:48]=[CH:49][CH:50]=2)[CH2:37][C:38]2([C:41]([O:43][C:44]([CH3:47])([CH3:45])[CH3:46])=[O:42])[CH2:40][CH2:39]2)=[O:8])[CH2:5][CH2:4][CH2:3][CH2:2]1, predict the reactants needed to synthesize it. The reactants are: [CH:1]1([CH:6]([C:10]2[CH:15]=[CH:14][C:13]([CH2:16][N:17]3[CH2:25][C:24]4[C:19](=[CH:20][CH:21]=[CH:22][CH:23]=4)[C:18]3=[O:26])=[CH:12][CH:11]=2)[C:7](O)=[O:8])[CH2:5][CH2:4][CH2:3][CH2:2]1.N1C=CC=CC=1.[NH2:33][C:34]1[CH:35]=[C:36]([CH:48]=[CH:49][CH:50]=1)[CH2:37][C:38]1([C:41]([O:43][C:44]([CH3:47])([CH3:46])[CH3:45])=[O:42])[CH2:40][CH2:39]1. (7) Given the product [CH3:1][C:2]1[N:3]([C:7]2[CH:8]=[CH:9][C:10]([NH:13][C:14]3[N:15]=[C:16]([NH:31][CH2:32][C@@H:33]4[CH2:37][CH2:36][CH2:35][O:34]4)[C:17]4[CH2:23][NH:22][CH2:21][CH2:20][C:18]=4[N:19]=3)=[CH:11][CH:12]=2)[CH:4]=[CH:5][N:6]=1, predict the reactants needed to synthesize it. The reactants are: [CH3:1][C:2]1[N:3]([C:7]2[CH:12]=[CH:11][C:10]([NH:13][C:14]3[N:15]=[C:16]([NH:31][CH2:32][C@@H:33]4[CH2:37][CH2:36][CH2:35][O:34]4)[C:17]4[CH2:23][N:22](C(OC(C)(C)C)=O)[CH2:21][CH2:20][C:18]=4[N:19]=3)=[CH:9][CH:8]=2)[CH:4]=[CH:5][N:6]=1.Cl. (8) Given the product [O:12]=[C:10]([C:2]1[S:1][C:5]2[CH2:6][CH2:7][CH2:8][CH2:9][C:4]=2[N:3]=1)[CH2:16][C:15]([O:18][CH2:19][CH3:20])=[O:17], predict the reactants needed to synthesize it. The reactants are: [S:1]1[C:5]2[CH2:6][CH2:7][CH2:8][CH2:9][C:4]=2[N:3]=[C:2]1[C:10]([O:12]CC)=O.[C:15]([O:18][CH2:19][CH3:20])(=[O:17])[CH3:16].C[Si]([N-][Si](C)(C)C)(C)C.[Li+].